Dataset: Forward reaction prediction with 1.9M reactions from USPTO patents (1976-2016). Task: Predict the product of the given reaction. (1) The product is: [Cl:1][C:2]1[CH:3]=[C:4]2[C:10]([C:11]3[N:16]=[C:15]([NH:31][C@@H:32]([C:37]([CH3:40])([CH3:39])[CH3:38])[CH2:33][C:34]([OH:36])=[O:35])[C:14]([F:20])=[CH:13][N:12]=3)=[CH:9][N:8]([S:21]([C:24]3[CH:29]=[CH:28][C:27]([CH3:30])=[CH:26][CH:25]=3)(=[O:23])=[O:22])[C:5]2=[N:6][CH:7]=1. Given the reactants [Cl:1][C:2]1[CH:3]=[C:4]2[C:10]([C:11]3[N:16]=[C:15](S(C)=O)[C:14]([F:20])=[CH:13][N:12]=3)=[CH:9][N:8]([S:21]([C:24]3[CH:29]=[CH:28][C:27]([CH3:30])=[CH:26][CH:25]=3)(=[O:23])=[O:22])[C:5]2=[N:6][CH:7]=1.[NH2:31][C@@H:32]([C:37]([CH3:40])([CH3:39])[CH3:38])[CH2:33][C:34]([OH:36])=[O:35].C([O-])([O-])=O.[Na+].[Na+].Cl, predict the reaction product. (2) Given the reactants [CH2:1]([O:3][C:4]([C:6]1[NH:10][C:9]2[CH:11]=[C:12]([C:14]3[CH:19]=[CH:18][C:17]([O:20][CH:21]([CH3:23])[CH3:22])=[CH:16][CH:15]=3)[S:13][C:8]=2[CH:7]=1)=[O:5])[CH3:2].[O-]P([O-])([O-])=O.[K+].[K+].[K+].[CH:32]([O:35][C:36]1[CH:41]=[CH:40][C:39](Br)=[CH:38][CH:37]=1)([CH3:34])[CH3:33].CNCCNC, predict the reaction product. The product is: [CH2:1]([O:3][C:4]([C:6]1[N:10]([C:39]2[CH:40]=[CH:41][C:36]([O:35][CH:32]([CH3:34])[CH3:33])=[CH:37][CH:38]=2)[C:9]2[CH:11]=[C:12]([C:14]3[CH:19]=[CH:18][C:17]([O:20][CH:21]([CH3:22])[CH3:23])=[CH:16][CH:15]=3)[S:13][C:8]=2[CH:7]=1)=[O:5])[CH3:2]. (3) Given the reactants [CH3:1][C:2]([CH3:13])([C:8]1[NH:12][N:11]=[N:10][N:9]=1)[C:3]([O:5][CH2:6][CH3:7])=[O:4].C([O-])([O-])=O.[K+].[K+].[CH2:20](Br)[C:21]1[CH:26]=[CH:25][CH:24]=[CH:23][CH:22]=1, predict the reaction product. The product is: [CH2:20]([N:10]1[N:11]=[N:12][C:8]([C:2]([CH3:1])([CH3:13])[C:3]([O:5][CH2:6][CH3:7])=[O:4])=[N:9]1)[C:21]1[CH:26]=[CH:25][CH:24]=[CH:23][CH:22]=1. (4) Given the reactants Br[C:2]1[C:6]2[C:7]([NH2:11])=[N:8][CH:9]=[CH:10][C:5]=2[S:4][CH:3]=1.CC1(C)C(C)(C)OB([C:20]2[CH:21]=[C:22]3[C:26](=[CH:27][CH:28]=2)[N:25]([C:29]([O:31][C:32]([CH3:35])([CH3:34])[CH3:33])=[O:30])[CH2:24][CH2:23]3)O1.C(=O)([O-])[O-].[K+].[K+], predict the reaction product. The product is: [NH2:11][C:7]1[C:6]2[C:2]([C:20]3[CH:21]=[C:22]4[C:26](=[CH:27][CH:28]=3)[N:25]([C:29]([O:31][C:32]([CH3:35])([CH3:34])[CH3:33])=[O:30])[CH2:24][CH2:23]4)=[CH:3][S:4][C:5]=2[CH:10]=[CH:9][N:8]=1. (5) Given the reactants [BrH:1].[CH2:2]([N:4]1[CH2:9][CH2:8][CH2:7][CH:6]([CH2:10]O)[CH2:5]1)[CH3:3].O.C(=O)([O-])[O-].[K+].[K+], predict the reaction product. The product is: [Br:1][CH2:10][CH:6]1[CH2:7][CH2:8][CH2:9][N:4]([CH2:2][CH3:3])[CH2:5]1. (6) Given the reactants [C:1]([O:5][C:6](=[O:28])[NH:7][C@@H:8]([CH3:27])[C:9]([NH:11][C:12]1[C:13]([NH:18][C:19]2[CH:24]=[C:23]([F:25])[CH:22]=[C:21]([F:26])[CH:20]=2)=[N:14][CH:15]=[CH:16][CH:17]=1)=O)([CH3:4])([CH3:3])[CH3:2].C(=O)(O)[O-].[Na+], predict the reaction product. The product is: [F:26][C:21]1[CH:20]=[C:19]([N:18]2[C:13]3=[N:14][CH:15]=[CH:16][CH:17]=[C:12]3[N:11]=[C:9]2[CH:8]([NH:7][C:6](=[O:28])[O:5][C:1]([CH3:4])([CH3:3])[CH3:2])[CH3:27])[CH:24]=[C:23]([F:25])[CH:22]=1. (7) Given the reactants Cl.[CH3:2][NH:3][O:4][CH3:5].C([C:8]1[CH:13]=[CH:12][C:11]([C:14]2[CH:22]3[CH:17]([NH:18][C:19](=[O:26])[C:20]([C:24]#[N:25])=[C:21]3[OH:23])[S:16][CH:15]=2)=[CH:10][CH:9]=1)=O.[C:27]([O-:30])(=[O:29])C.[Na+], predict the reaction product. The product is: [C:24]([C:20]1[C:19](=[O:26])[NH:18][CH:17]2[S:16][CH:15]=[C:14]([C:11]3[CH:10]=[CH:9][C:8]([CH:2]=[N:3][O:4][CH2:5][C:27]([OH:30])=[O:29])=[CH:13][CH:12]=3)[CH:22]2[C:21]=1[OH:23])#[N:25]. (8) The product is: [C:6]([C:5]1[CH:8]=[CH:9][C:2]([O:1][CH2:13][CH2:14][CH2:15][O:16][C:17]2[CH:18]=[C:19]3[C:23](=[CH:24][CH:25]=2)[C@H:22]([CH2:26][C:27]([O:29][CH2:30][CH3:31])=[O:28])[CH2:21][CH2:20]3)=[C:3]([O:10][CH3:11])[CH:4]=1)#[N:7]. Given the reactants [OH:1][C:2]1[CH:9]=[CH:8][C:5]([C:6]#[N:7])=[CH:4][C:3]=1[O:10][CH3:11].Br[CH2:13][CH2:14][CH2:15][O:16][C:17]1[CH:18]=[C:19]2[C:23](=[CH:24][CH:25]=1)[C@H:22]([CH2:26][C:27]([O:29][CH2:30][CH3:31])=[O:28])[CH2:21][CH2:20]2.C([O-])([O-])=O.[Cs+].[Cs+], predict the reaction product.